From a dataset of Forward reaction prediction with 1.9M reactions from USPTO patents (1976-2016). Predict the product of the given reaction. (1) Given the reactants [NH2:1][C:2]1[O:6][N:5]=[C:4]([C:7]2[CH:12]=[CH:11][C:10]([O:13][C:14]([F:17])([F:16])[F:15])=[CH:9][CH:8]=2)[C:3]=1[C:18]([OH:20])=O.Cl.C(N=C=NCCCN(C)C)C.[CH3:33][O:34][C:35]1[CH:36]=[C:37]([N:41]2[CH2:46][CH2:45][NH:44][CH2:43][CH2:42]2)[CH:38]=[CH:39][CH:40]=1, predict the reaction product. The product is: [NH2:1][C:2]1[O:6][N:5]=[C:4]([C:7]2[CH:12]=[CH:11][C:10]([O:13][C:14]([F:17])([F:15])[F:16])=[CH:9][CH:8]=2)[C:3]=1[C:18]([N:44]1[CH2:43][CH2:42][N:41]([C:37]2[CH:38]=[CH:39][CH:40]=[C:35]([O:34][CH3:33])[CH:36]=2)[CH2:46][CH2:45]1)=[O:20]. (2) Given the reactants [F:1][C:2]([F:32])([F:31])[C:3]1[CH:4]=[C:5]([CH:13]2[O:17][C:16](=[O:18])[N:15]([CH2:19][C:20]3[CH:25]=[C:24]([C:26]([F:29])([F:28])[F:27])[CH:23]=[CH:22][C:21]=3I)[CH2:14]2)[CH:6]=[C:7]([C:9]([F:12])([F:11])[F:10])[CH:8]=1.[F:33][C:34]1[C:39]([CH:40]([CH3:42])[CH3:41])=[CH:38][C:37](B(O)O)=[C:36]([O:46][CH3:47])[CH:35]=1.C(=O)([O-])[O-].[K+].[K+], predict the reaction product. The product is: [F:1][C:2]([F:32])([F:31])[C:3]1[CH:4]=[C:5]([CH:13]2[O:17][C:16](=[O:18])[N:15]([CH2:19][C:20]3[CH:25]=[C:24]([C:26]([F:29])([F:28])[F:27])[CH:23]=[CH:22][C:21]=3[C:37]3[CH:38]=[C:39]([CH:40]([CH3:42])[CH3:41])[C:34]([F:33])=[CH:35][C:36]=3[O:46][CH3:47])[CH2:14]2)[CH:6]=[C:7]([C:9]([F:12])([F:11])[F:10])[CH:8]=1. (3) The product is: [F:22][C:23]([F:32])([F:33])[C:24]1[CH:31]=[CH:30][C:27]([CH2:28][O:1][N:2]=[C:3]([C:6]2[CH:11]=[CH:10][C:9]([NH:12][C:13](=[O:15])[CH3:14])=[CH:8][CH:7]=2)[CH2:4][CH3:5])=[CH:26][CH:25]=1. Given the reactants [OH:1][N:2]=[C:3]([C:6]1[CH:11]=[CH:10][C:9]([NH:12][C:13](=[O:15])[CH3:14])=[CH:8][CH:7]=1)[CH2:4][CH3:5].C(=O)([O-])[O-].[Cs+].[Cs+].[F:22][C:23]([F:33])([F:32])[C:24]1[CH:31]=[CH:30][C:27]([CH2:28]Br)=[CH:26][CH:25]=1, predict the reaction product. (4) Given the reactants [Br:1][C:2]1[CH:3]=[N:4][CH:5]=[C:6]([OH:8])[CH:7]=1.[C:9]1(P(C2C=CC=CC=2)C2C=CC=CC=2)[CH:14]=CC=C[CH:10]=1.C(O)(C)C.N(C(OC(C)C)=O)=NC(OC(C)C)=O, predict the reaction product. The product is: [Br:1][C:2]1[CH:3]=[N:4][CH:5]=[C:6]([O:8][CH:9]([CH3:14])[CH3:10])[CH:7]=1. (5) Given the reactants [C:1]([CH:5]1[CH2:9][S:8][CH2:7][C:6]1=O)(OC)=[O:2].C(O)(=O)C.[CH:15]([NH2:17])=[NH:16].[O-]CC.[Na+], predict the reaction product. The product is: [N:16]1[C:6]2[CH2:7][S:8][CH2:9][C:5]=2[C:1](=[O:2])[NH:17][CH:15]=1. (6) Given the reactants [NH2:1][CH:2]([C:11]1[C:16]([O:17][CH3:18])=[CH:15][CH:14]=[CH:13][C:12]=1[F:19])[CH2:3][CH:4]([CH3:10])[C:5]([O:7]CC)=O.[CH:20]1[C:28]2[C:27]3[CH:29]=[CH:30][CH:31]=[CH:32][C:26]=3[O:25][C:24]=2[CH:23]=[CH:22][C:21]=1[CH:33]=O, predict the reaction product. The product is: [CH:20]1[C:28]2[C:27]3[CH:29]=[CH:30][CH:31]=[CH:32][C:26]=3[O:25][C:24]=2[CH:23]=[CH:22][C:21]=1[CH2:33][N:1]1[CH:2]([C:11]2[C:16]([O:17][CH3:18])=[CH:15][CH:14]=[CH:13][C:12]=2[F:19])[CH2:3][CH:4]([CH3:10])[C:5]1=[O:7]. (7) Given the reactants Cl[C:2]1[CH:7]=[CH:6][N:5]=[CH:4][CH:3]=1.[N-:8]=[N+:9]=[N-:10].[Na+], predict the reaction product. The product is: [N:8]([C:2]1[CH:7]=[CH:6][N:5]=[CH:4][CH:3]=1)=[N+:9]=[N-:10].